This data is from hERG potassium channel inhibition data for cardiac toxicity prediction from Karim et al.. The task is: Regression/Classification. Given a drug SMILES string, predict its toxicity properties. Task type varies by dataset: regression for continuous values (e.g., LD50, hERG inhibition percentage) or binary classification for toxic/non-toxic outcomes (e.g., AMES mutagenicity, cardiotoxicity, hepatotoxicity). Dataset: herg_karim. The compound is c1ccc(C2CC3(N4CCCC4)CNCC2C(c2ccccc2)C3)cc1. The result is 1 (blocker).